From a dataset of NCI-60 drug combinations with 297,098 pairs across 59 cell lines. Regression. Given two drug SMILES strings and cell line genomic features, predict the synergy score measuring deviation from expected non-interaction effect. (1) Drug 2: N.N.Cl[Pt+2]Cl. Synergy scores: CSS=-3.77, Synergy_ZIP=0.637, Synergy_Bliss=-4.00, Synergy_Loewe=-3.36, Synergy_HSA=-4.88. Cell line: HCC-2998. Drug 1: C1CC(=O)NC(=O)C1N2CC3=C(C2=O)C=CC=C3N. (2) Drug 1: COC1=NC(=NC2=C1N=CN2C3C(C(C(O3)CO)O)O)N. Drug 2: CC1CCC2CC(C(=CC=CC=CC(CC(C(=O)C(C(C(=CC(C(=O)CC(OC(=O)C3CCCCN3C(=O)C(=O)C1(O2)O)C(C)CC4CCC(C(C4)OC)OCCO)C)C)O)OC)C)C)C)OC. Cell line: DU-145. Synergy scores: CSS=-2.93, Synergy_ZIP=-2.23, Synergy_Bliss=-6.41, Synergy_Loewe=-15.0, Synergy_HSA=-7.58. (3) Drug 2: C1C(C(OC1N2C=NC3=C2NC=NCC3O)CO)O. Drug 1: CC1=C(C(=O)C2=C(C1=O)N3CC4C(C3(C2COC(=O)N)OC)N4)N. Synergy scores: CSS=4.88, Synergy_ZIP=-3.58, Synergy_Bliss=-2.15, Synergy_Loewe=-5.98, Synergy_HSA=-0.990. Cell line: OVCAR-4.